Dataset: Forward reaction prediction with 1.9M reactions from USPTO patents (1976-2016). Task: Predict the product of the given reaction. (1) Given the reactants [Cl:1][C:2]1[CH:7]=[CH:6][C:5]([S:8][C:9]2[C:17]3[C:16]([CH:18](O)[CH3:19])=[CH:15][C:14]([F:21])=[CH:13][C:12]=3[N:11]3[CH2:22][CH2:23][CH:24]([CH2:25][C:26]([OH:28])=[O:27])[C:10]=23)=[CH:4][CH:3]=1.FC(F)(F)C(O)=O.C([SiH](CC)CC)C, predict the reaction product. The product is: [Cl:1][C:2]1[CH:7]=[CH:6][C:5]([S:8][C:9]2[C:17]3[C:16]([CH2:18][CH3:19])=[CH:15][C:14]([F:21])=[CH:13][C:12]=3[N:11]3[CH2:22][CH2:23][CH:24]([CH2:25][C:26]([OH:28])=[O:27])[C:10]=23)=[CH:4][CH:3]=1. (2) The product is: [CH3:1][C:2]1([CH3:33])[O:7][CH2:6][C:5]([C:9]2[CH:18]=[CH:17][C:16]3[C:11](=[CH:12][CH:13]=[C:14]([O:19][C:20]4[CH:25]=[CH:24][C:23]([O:26][CH2:27][CH2:28][CH2:29][CH2:30][CH3:31])=[CH:22][CH:21]=4)[CH:15]=3)[CH:10]=2)([NH2:8])[CH2:4][O:3]1. Given the reactants [CH3:1][C:2]1([CH3:33])[O:7][CH2:6][C:5]([C:9]2[CH:18]=[CH:17][C:16]3[C:11](=[CH:12][CH:13]=[C:14]([O:19][C:20]4[CH:25]=[CH:24][C:23]([O:26][C:27]5C=[CH:31][CH:30]=[CH:29][CH:28]=5)=[CH:22][CH:21]=4)[CH:15]=3)[CH:10]=2)([NH2:8])[CH2:4][O:3]1.CC1(C)OCC([N+]([O-])=O)(C2C=CC3C(=CC=C(OC4C=CC(OCCCCC)=CC=4)C=3)C=2)CO1, predict the reaction product. (3) Given the reactants [C:1]([N:8]([CH2:12][CH2:13][OH:14])[CH2:9][CH2:10][OH:11])([O:3][C:4]([CH3:7])([CH3:6])[CH3:5])=[O:2].C(N(CC)CC)C.Cl[C:23](Cl)([O:25]C(=O)OC(Cl)(Cl)Cl)Cl, predict the reaction product. The product is: [C:1]([N:8]1[CH2:9][CH2:10][O:11][C:23](=[O:25])[O:14][CH2:13][CH2:12]1)([O:3][C:4]([CH3:6])([CH3:7])[CH3:5])=[O:2].